This data is from Full USPTO retrosynthesis dataset with 1.9M reactions from patents (1976-2016). The task is: Predict the reactants needed to synthesize the given product. (1) Given the product [C:16]([C:4]1[CH:3]=[CH:2][C:1]([CH2:7][CH2:8][NH:9][C:10](=[O:15])[C:11]([F:13])([F:14])[F:12])=[CH:6][CH:5]=1)(=[O:18])[CH3:17], predict the reactants needed to synthesize it. The reactants are: [C:1]1([CH2:7][CH2:8][NH:9][C:10](=[O:15])[C:11]([F:14])([F:13])[F:12])[CH:6]=[CH:5][CH:4]=[CH:3][CH:2]=1.[C:16](Cl)(=[O:18])[CH3:17].[Cl-].[Al+3].[Cl-].[Cl-]. (2) Given the product [CH2:12]([O:11][C:9]([C@H:6]1[CH2:7][CH2:8][C@H:3]([C:2]2[N:22]=[C:17]([CH3:18])[O:15][N:14]=2)[CH2:4][CH2:5]1)=[O:10])[CH3:13], predict the reactants needed to synthesize it. The reactants are: Cl[C:2](=[N:14][OH:15])[C@H:3]1[CH2:8][CH2:7][C@H:6]([C:9]([O:11][CH2:12][CH3:13])=[O:10])[CH2:5][CH2:4]1.Cl.[C:17](=[NH:22])(OCC)[CH3:18].C(N(CC)CC)C. (3) Given the product [N+:1]([C:4]1[CH:5]=[CH:6][C:7]([C:8]([N:13]2[CH2:18][CH2:17][CH2:16][CH2:15][CH2:14]2)=[O:10])=[CH:11][CH:12]=1)([O-:3])=[O:2], predict the reactants needed to synthesize it. The reactants are: [N+:1]([C:4]1[CH:12]=[CH:11][C:7]([C:8]([OH:10])=O)=[CH:6][CH:5]=1)([O-:3])=[O:2].[NH:13]1[CH2:18][CH2:17][CH2:16][CH2:15][CH2:14]1.C(=O)(O)[O-].[Na+]. (4) Given the product [C:1]([C:3]1[C@@H:8]([C:9]2[CH:14]=[CH:13][C:12]([C:15]#[N:16])=[CH:11][CH:10]=2)[N:7]([CH2:17][C:18]([NH2:34])=[O:19])[C:6](=[O:21])[N:5]([C:22]2[CH:27]=[CH:26][CH:25]=[C:24]([C:28]([F:29])([F:30])[F:31])[CH:23]=2)[C:4]=1[CH3:32])#[N:2], predict the reactants needed to synthesize it. The reactants are: [C:1]([C:3]1[C@@H:8]([C:9]2[CH:14]=[CH:13][C:12]([C:15]#[N:16])=[CH:11][CH:10]=2)[N:7]([CH2:17][C:18](O)=[O:19])[C:6](=[O:21])[N:5]([C:22]2[CH:27]=[CH:26][CH:25]=[C:24]([C:28]([F:31])([F:30])[F:29])[CH:23]=2)[C:4]=1[CH3:32])#[N:2].C[N:34]1CCOCC1.ClC(OCC)=O.N.Cl. (5) Given the product [Cl:1][C:2]1[C:10]2[O:9][CH:8]([CH2:11][NH:12][C:13](=[O:22])/[CH:14]=[CH:15]/[C:16]3[CH:17]=[N:18][CH:19]=[CH:20][CH:21]=3)[CH2:7][C:6]=2[CH:5]=[C:4]([C:23]2[CH:24]=[CH:25][C:26]([C:27]([OH:29])=[O:28])=[CH:32][CH:33]=2)[CH:3]=1, predict the reactants needed to synthesize it. The reactants are: [Cl:1][C:2]1[C:10]2[O:9][CH:8]([CH2:11][NH:12][C:13](=[O:22])/[CH:14]=[CH:15]/[C:16]3[CH:17]=[N:18][CH:19]=[CH:20][CH:21]=3)[CH2:7][C:6]=2[CH:5]=[C:4]([C:23]2[CH:33]=[CH:32][C:26]([C:27]([O:29]CC)=[O:28])=[CH:25][CH:24]=2)[CH:3]=1.O[Li].O.O.O.O.O.O.Cl. (6) Given the product [Cl:28][C:29]1[C:30]([OH:40])=[C:31]([S:36]([N:10]([CH2:9][CH2:8][C:5]2[CH:6]=[CH:7][C:2]([F:1])=[CH:3][CH:4]=2)[CH2:11][C:12]2[CH:17]=[CH:16][CH:15]=[C:14]([CH2:18][S:19][CH2:20][CH2:21][C:22]3[CH:23]=[CH:24][CH:25]=[CH:26][CH:27]=3)[CH:13]=2)(=[O:38])=[O:37])[CH:32]=[C:33]([Cl:35])[CH:34]=1, predict the reactants needed to synthesize it. The reactants are: [F:1][C:2]1[CH:7]=[CH:6][C:5]([CH2:8][CH2:9][NH:10][CH2:11][C:12]2[CH:17]=[CH:16][CH:15]=[C:14]([CH2:18][S:19][CH2:20][CH2:21][C:22]3[CH:27]=[CH:26][CH:25]=[CH:24][CH:23]=3)[CH:13]=2)=[CH:4][CH:3]=1.[Cl:28][C:29]1[C:30]([OH:40])=[C:31]([S:36](Cl)(=[O:38])=[O:37])[CH:32]=[C:33]([Cl:35])[CH:34]=1.C(N(CC)C(C)C)(C)C. (7) Given the product [CH3:15][C:11]([S:10][C:7]1[S:8][CH:9]=[C:5]([CH2:4][C:1]([N:18]([CH3:17])[C:19]2[CH:24]=[CH:23][CH:22]=[CH:21][CH:20]=2)=[O:3])[N:6]=1)([CH3:16])[C:12]([OH:14])=[O:13], predict the reactants needed to synthesize it. The reactants are: [C:1]([CH2:4][C:5]1[N:6]=[C:7]([S:10][C:11]([CH3:16])([CH3:15])[C:12]([OH:14])=[O:13])[S:8][CH:9]=1)([OH:3])=O.[CH3:17][NH:18][C:19]1[CH:24]=[CH:23][CH:22]=[CH:21][CH:20]=1. (8) Given the product [Cl:13][C:10]1[C:9]2[C:4](=[CH:5][C:6]([F:15])=[CH:7][C:8]=2[F:14])[N:3]=[C:2]([C:19]2[CH:18]=[C:17]([F:16])[CH:22]=[CH:21][C:20]=2[S:26][CH3:27])[C:11]=1[CH3:12], predict the reactants needed to synthesize it. The reactants are: Cl[C:2]1[C:11]([CH3:12])=[C:10]([Cl:13])[C:9]2[C:4](=[CH:5][C:6]([F:15])=[CH:7][C:8]=2[F:14])[N:3]=1.[F:16][C:17]1[CH:18]=[CH:19][C:20]([S:26][CH3:27])=[C:21](B(O)O)[CH:22]=1. (9) Given the product [Cl:1][C:2]1[CH:7]=[CH:6][C:5]([N:8]2[CH:12]=[CH:11][N:10]=[C:9]2[CH:13]([OH:14])[CH2:32][CH:28]2[O:29][CH2:30][CH2:31][O:27]2)=[C:4]([C:15]([C:16]2[CH:21]=[CH:20][CH:19]=[C:18]([O:22][CH3:23])[C:17]=2[O:24][CH3:25])=[O:26])[CH:3]=1, predict the reactants needed to synthesize it. The reactants are: [Cl:1][C:2]1[CH:7]=[CH:6][C:5]([N:8]2[CH:12]=[CH:11][N:10]=[C:9]2[CH:13]=[O:14])=[C:4]([C:15](=[O:26])[C:16]2[CH:21]=[CH:20][CH:19]=[C:18]([O:22][CH3:23])[C:17]=2[O:24][CH3:25])[CH:3]=1.[O:27]1[CH2:31][CH2:30][O:29][CH:28]1[CH2:32][Mg]Br.O.C(OCC)(=O)C.